From a dataset of Full USPTO retrosynthesis dataset with 1.9M reactions from patents (1976-2016). Predict the reactants needed to synthesize the given product. (1) Given the product [O:25]([CH2:26][CH2:27][CH2:5][CH2:4][CH2:3][CH2:2][C:1]([C:12]1[O:11][C:10]([CH2:9][O:8][CH2:1][C:2]2[CH:3]=[CH:4][CH:5]=[CH:6][CH:7]=2)=[N:14][N:13]=1)=[O:8])[C:24]1[CH:19]=[CH:18][CH:17]=[CH:16][CH:23]=1, predict the reactants needed to synthesize it. The reactants are: [CH2:1]([O:8][CH2:9][C:10]1[O:11][CH:12]=[N:13][N:14]=1)[C:2]1[CH:7]=[CH:6][CH:5]=[CH:4][CH:3]=1.[Li][CH2:16][CH2:17][CH2:18][CH3:19].[Mg+2].[Br-].[Br-].[CH3:23][CH2:24][O:25][CH2:26][CH3:27]. (2) Given the product [F:22][C:21]([F:24])([F:23])[C:19]([NH:1][C:2]1[C:6]2[CH2:7][CH2:8][N:9]3[C:13]([C:5]=2[NH:4][N:3]=1)=[CH:12][C:11]([C:14]([O:16][CH2:17][CH3:18])=[O:15])=[CH:10]3)=[O:20], predict the reactants needed to synthesize it. The reactants are: [NH2:1][C:2]1[C:6]2[CH2:7][CH2:8][N:9]3[C:13]([C:5]=2[NH:4][N:3]=1)=[CH:12][C:11]([C:14]([O:16][CH2:17][CH3:18])=[O:15])=[CH:10]3.[C:19](O[C:19]([C:21]([F:24])([F:23])[F:22])=[O:20])([C:21]([F:24])([F:23])[F:22])=[O:20]. (3) Given the product [CH3:1][N:2]1[CH:6]=[C:5]([C:7]2[C:15]3[C:10](=[N:11][CH:12]=[C:13]([O:16][CH2:26][CH2:27][CH3:28])[CH:14]=3)[N:9]([CH2:17][O:18][CH2:19][CH2:20][Si:21]([CH3:24])([CH3:23])[CH3:22])[CH:8]=2)[CH:4]=[N:3]1, predict the reactants needed to synthesize it. The reactants are: [CH3:1][N:2]1[CH:6]=[C:5]([C:7]2[C:15]3[C:10](=[N:11][CH:12]=[C:13]([OH:16])[CH:14]=3)[N:9]([CH2:17][O:18][CH2:19][CH2:20][Si:21]([CH3:24])([CH3:23])[CH3:22])[CH:8]=2)[CH:4]=[N:3]1.Br[CH2:26][CH2:27][CH3:28].C([O-])([O-])=O.[K+].[K+]. (4) Given the product [OH:1][C:2]1[C:3]2[CH:20]=[CH:19][S:18][C:4]=2[N:5]([CH2:14][CH:15]([CH3:16])[CH3:17])[C:6](=[O:13])[C:7]=1[C:8]([NH:30][CH2:29][CH2:28][CH2:27][N:21]1[CH2:26][CH2:25][CH2:24][CH2:23][CH2:22]1)=[O:10], predict the reactants needed to synthesize it. The reactants are: [OH:1][C:2]1[C:3]2[CH:20]=[CH:19][S:18][C:4]=2[N:5]([CH2:14][CH:15]([CH3:17])[CH3:16])[C:6](=[O:13])[C:7]=1[C:8]([O:10]CC)=O.[N:21]1([CH2:27][CH2:28][CH2:29][NH2:30])[CH2:26][CH2:25][CH2:24][CH2:23][CH2:22]1. (5) Given the product [Cl:22][C:23]1[CH:28]=[C:27]([Cl:29])[CH:26]=[CH:25][C:24]=1[C:2]1[CH:3]=[CH:4][C:5]2[O:14][CH:13]3[CH:8]([CH2:9][N:10]([C:15]([O:17][C:18]([CH3:21])([CH3:20])[CH3:19])=[O:16])[CH2:11][CH2:12]3)[C:6]=2[CH:7]=1, predict the reactants needed to synthesize it. The reactants are: Br[C:2]1[CH:3]=[CH:4][C:5]2[O:14][CH:13]3[CH:8]([CH2:9][N:10]([C:15]([O:17][C:18]([CH3:21])([CH3:20])[CH3:19])=[O:16])[CH2:11][CH2:12]3)[C:6]=2[CH:7]=1.[Cl:22][C:23]1[CH:28]=[C:27]([Cl:29])[CH:26]=[CH:25][C:24]=1B(O)O.C([O-])([O-])=O.[Na+].[Na+]. (6) Given the product [Br:1][C:2]1[CH:3]=[C:4]2[C:8](=[N:9][CH:10]=1)[NH:7][CH:6]=[CH:5]2, predict the reactants needed to synthesize it. The reactants are: [Br:1][C:2]1[CH:3]=[C:4]2[C:8](=[N:9][CH:10]=1)[NH:7][CH2:6][CH2:5]2.